This data is from Full USPTO retrosynthesis dataset with 1.9M reactions from patents (1976-2016). The task is: Predict the reactants needed to synthesize the given product. (1) Given the product [CH3:11][C:2]1[N:13]([CH2:14][C:15]([O:17][CH2:18][CH3:19])=[O:16])[C:9]2[CH2:8][CH2:7][O:6][CH2:5][C:4]=2[CH:3]=1, predict the reactants needed to synthesize it. The reactants are: O=[C:2]([CH3:11])[CH2:3][CH:4]1[C:9](=O)[CH2:8][CH2:7][O:6][CH2:5]1.Cl.[NH2:13][CH2:14][C:15]([O:17][CH2:18][CH3:19])=[O:16].C(=O)(O)[O-].[Na+]. (2) The reactants are: C([O:4][C:5]1[CH:10]=[C:9]([C:11]#[N:12])[C:8](Br)=[C:7]([C:14]#[N:15])[C:6]=1[O:16]C(=O)C)(=O)C.[CH2:20]([O:23][C:24]1[CH:25]=[C:26](B(O)O)[CH:27]=[CH:28][CH:29]=1)[CH2:21][CH3:22]. Given the product [OH:16][C:6]1[C:5]([OH:4])=[CH:10][C:9]([C:11]#[N:12])=[C:8]([C:27]2[CH:26]=[CH:25][C:24]([O:23][CH2:20][CH2:21][CH3:22])=[CH:29][CH:28]=2)[C:7]=1[C:14]#[N:15], predict the reactants needed to synthesize it.